Task: Binary Classification. Given a drug SMILES string, predict its activity (active/inactive) in a high-throughput screening assay against a specified biological target.. Dataset: HIV replication inhibition screening data with 41,000+ compounds from the AIDS Antiviral Screen (1) The compound is CCOC(=O)C(=Cc1ccc(OC)cc1)[Se]c1ccccc1. The result is 0 (inactive). (2) The molecule is Cc1cc(N=Nc2ccc(NC(=O)c3ccc(NC(=O)c4ccccc4)cc3)c3ccc(S(=O)(=O)O)cc23)ccc1N=Nc1ccc2c(O)cc(S(=O)(=O)O)cc2c1. The result is 0 (inactive). (3) The drug is O=c1ccn(C=Cc2nc3ccccc3nc2O)c(=S)[nH]1. The result is 0 (inactive). (4) The molecule is NC1=CNC(=O)C1. The result is 0 (inactive). (5) The compound is CCN(CC)C(=O)COc1cc2c(O)c3c(O)c(C)c4c(c13)C(=O)C(C)(OC=CC(OC)C(C)C(OC(C)=O)C(C)C(O)C(C)C(O)C(C)C=CC=C(C)C(=O)N2)O4. The result is 0 (inactive).